From a dataset of Catalyst prediction with 721,799 reactions and 888 catalyst types from USPTO. Predict which catalyst facilitates the given reaction. (1) Reactant: [H-].[Na+].[C:3]([C:6]1[C:7]2[CH:20]=[CH:19][CH:18]=[CH:17][C:8]=2[S:9][C:10]=1[NH:11][S:12]([CH2:15][CH3:16])(=[O:14])=[O:13])(=[O:5])[CH3:4].[F:21][C:22]1[CH:29]=[CH:28][C:25]([CH2:26]Br)=[CH:24][C:23]=1[C:30]([F:33])([F:32])[F:31].C1OCCOCCOCCOCCOC1. Product: [C:3]([C:6]1[C:7]2[CH:20]=[CH:19][CH:18]=[CH:17][C:8]=2[S:9][C:10]=1[N:11]([CH2:26][C:25]1[CH:28]=[CH:29][C:22]([F:21])=[C:23]([C:30]([F:33])([F:31])[F:32])[CH:24]=1)[S:12]([CH2:15][CH3:16])(=[O:13])=[O:14])(=[O:5])[CH3:4]. The catalyst class is: 18. (2) Reactant: [Cl:1][C:2]1[N:6]2[N:7]=[C:8]([O:11][C:12]3[CH:17]=[C:16]([C:18]([F:21])([F:20])[F:19])[CH:15]=[CH:14][C:13]=3[C:22]3[CH:23]=[N:24][C:25]([O:28]C)=[CH:26][CH:27]=3)[CH:9]=[CH:10][C:5]2=[N:4][N:3]=1.[Cl-].[Li+].O.C1(C)C=CC(S(O)(=O)=O)=CC=1.O. Product: [Cl:1][C:2]1[N:6]2[N:7]=[C:8]([O:11][C:12]3[CH:17]=[C:16]([C:18]([F:20])([F:21])[F:19])[CH:15]=[CH:14][C:13]=3[C:22]3[CH:27]=[CH:26][C:25](=[O:28])[NH:24][CH:23]=3)[CH:9]=[CH:10][C:5]2=[N:4][N:3]=1. The catalyst class is: 435.